Predict the product of the given reaction. From a dataset of Forward reaction prediction with 1.9M reactions from USPTO patents (1976-2016). Given the reactants [Cl:1][C:2]1[C:3]([O:12][C:13]2[CH:18]=[C:17]([OH:19])[CH:16]=[CH:15][C:14]=2/[CH:20]=[CH:21]/[C:22]([O:24][CH2:25][CH3:26])=[O:23])=[N:4][CH:5]=[C:6]([C:8]([F:11])([F:10])[F:9])[CH:7]=1, predict the reaction product. The product is: [Cl:1][C:2]1[C:3]([O:12][C:13]2[CH:18]=[C:17]([OH:19])[CH:16]=[CH:15][C:14]=2[CH2:20][CH2:21][C:22]([O:24][CH2:25][CH3:26])=[O:23])=[N:4][CH:5]=[C:6]([C:8]([F:10])([F:9])[F:11])[CH:7]=1.